From a dataset of Full USPTO retrosynthesis dataset with 1.9M reactions from patents (1976-2016). Predict the reactants needed to synthesize the given product. Given the product [CH2:17]([C:16]1[N:2]=[C:3]2[C:11]3[C:6](=[CH:7][CH:8]=[CH:9][CH:10]=3)[CH2:5][N:4]2[C:14](=[O:13])[CH:15]=1)[CH:18]([CH3:20])[CH3:19], predict the reactants needed to synthesize it. The reactants are: Cl.[NH2:2][C:3]1[C:11]2[C:6](=[CH:7][CH:8]=[CH:9][CH:10]=2)[CH2:5][N:4]=1.C[O:13][C:14](=O)[CH2:15][C:16](=O)[CH2:17][CH:18]([CH3:20])[CH3:19].C[O-].[Na+].